This data is from NCI-60 drug combinations with 297,098 pairs across 59 cell lines. The task is: Regression. Given two drug SMILES strings and cell line genomic features, predict the synergy score measuring deviation from expected non-interaction effect. (1) Drug 1: CC1=C(C=C(C=C1)C(=O)NC2=CC(=CC(=C2)C(F)(F)F)N3C=C(N=C3)C)NC4=NC=CC(=N4)C5=CN=CC=C5. Cell line: RPMI-8226. Synergy scores: CSS=18.7, Synergy_ZIP=-2.87, Synergy_Bliss=-4.87, Synergy_Loewe=7.88, Synergy_HSA=-2.80. Drug 2: C1=NNC2=C1C(=O)NC=N2. (2) Drug 1: CC(C1=C(C=CC(=C1Cl)F)Cl)OC2=C(N=CC(=C2)C3=CN(N=C3)C4CCNCC4)N. Cell line: A549. Drug 2: CN(C)C1=NC(=NC(=N1)N(C)C)N(C)C. Synergy scores: CSS=20.2, Synergy_ZIP=-4.13, Synergy_Bliss=3.25, Synergy_Loewe=-23.7, Synergy_HSA=-0.730. (3) Drug 1: CC1=C(C(CCC1)(C)C)C=CC(=CC=CC(=CC(=O)O)C)C. Drug 2: CCC1=C2CN3C(=CC4=C(C3=O)COC(=O)C4(CC)O)C2=NC5=C1C=C(C=C5)O. Cell line: SF-539. Synergy scores: CSS=40.4, Synergy_ZIP=0.547, Synergy_Bliss=5.67, Synergy_Loewe=-8.00, Synergy_HSA=3.08. (4) Drug 1: CC1CCC2CC(C(=CC=CC=CC(CC(C(=O)C(C(C(=CC(C(=O)CC(OC(=O)C3CCCCN3C(=O)C(=O)C1(O2)O)C(C)CC4CCC(C(C4)OC)OCCO)C)C)O)OC)C)C)C)OC. Drug 2: C#CCC(CC1=CN=C2C(=N1)C(=NC(=N2)N)N)C3=CC=C(C=C3)C(=O)NC(CCC(=O)O)C(=O)O. Cell line: A549. Synergy scores: CSS=47.5, Synergy_ZIP=1.73, Synergy_Bliss=-1.30, Synergy_Loewe=-10.8, Synergy_HSA=-1.37. (5) Drug 1: CC1C(C(CC(O1)OC2CC(CC3=C2C(=C4C(=C3O)C(=O)C5=C(C4=O)C(=CC=C5)OC)O)(C(=O)CO)O)N)O.Cl. Drug 2: CS(=O)(=O)OCCCCOS(=O)(=O)C. Cell line: MOLT-4. Synergy scores: CSS=47.2, Synergy_ZIP=7.00, Synergy_Bliss=10.9, Synergy_Loewe=6.96, Synergy_HSA=11.2.